From a dataset of CYP2D6 inhibition data for predicting drug metabolism from PubChem BioAssay. Regression/Classification. Given a drug SMILES string, predict its absorption, distribution, metabolism, or excretion properties. Task type varies by dataset: regression for continuous measurements (e.g., permeability, clearance, half-life) or binary classification for categorical outcomes (e.g., BBB penetration, CYP inhibition). Dataset: cyp2d6_veith. (1) The molecule is CCCCC(=O)NNC(=S)NC(=O)c1cccc([N+](=O)[O-])c1. The result is 0 (non-inhibitor). (2) The drug is Cn1c(/C=N/NC(=O)c2ccccc2Br)nc2ccccc21. The result is 0 (non-inhibitor). (3) The result is 0 (non-inhibitor). The compound is COc1ccc(OC)c(CNC(=O)CCNC(=O)Cn2ccc3ccccc3c2=O)c1.